Predict the reaction yield, written as a fraction of the theoretical maximum amount of product (1.0 means a 100% yield; for example, 0.34 means a 34% yield). From a dataset of Reaction yield outcomes from USPTO patents with 853,638 reactions. The reactants are [Si:1]([O:8][C@@H:9]1[C@@:28]2([CH3:29])[C:13](=[CH:14][CH:15]=[C:16]3[C@@H:27]2[CH2:26][CH2:25][C@@:24]2([CH3:30])[C@H:17]3[CH2:18][CH2:19][C@@H:20]2[C@@H:21]([OH:23])[CH3:22])[CH2:12][C@@H:11]([O:31][Si:32]([C:35]([CH3:38])([CH3:37])[CH3:36])([CH3:34])[CH3:33])[CH2:10]1)([C:4]([CH3:7])([CH3:6])[CH3:5])([CH3:3])[CH3:2].[H-].[Na+].C1OCCOCCOCCOCCOC1.Br[CH2:57][C:58]([O:60][C:61]([CH3:64])([CH3:63])[CH3:62])=[O:59]. The catalyst is O1CCCC1. The product is [Si:1]([O:8][C@@H:9]1[C@@:28]2([CH3:29])[C:13](=[CH:14][CH:15]=[C:16]3[C@@H:27]2[CH2:26][CH2:25][C@@:24]2([CH3:30])[C@H:17]3[CH2:18][CH2:19][C@@H:20]2[C@@H:21]([O:23][CH2:57][C:58]([O:60][C:61]([CH3:64])([CH3:63])[CH3:62])=[O:59])[CH3:22])[CH2:12][C@@H:11]([O:31][Si:32]([C:35]([CH3:37])([CH3:36])[CH3:38])([CH3:33])[CH3:34])[CH2:10]1)([C:4]([CH3:7])([CH3:6])[CH3:5])([CH3:3])[CH3:2]. The yield is 0.170.